From a dataset of Experimentally validated miRNA-target interactions with 360,000+ pairs, plus equal number of negative samples. Binary Classification. Given a miRNA mature sequence and a target amino acid sequence, predict their likelihood of interaction. (1) The miRNA is hsa-miR-7705 with sequence AAUAGCUCAGAAUGUCAGUUCUG. The protein sequence of the target gene is MAPPPPSPQLLLLAALARLLGPSEVMAGPAEEAGAHCPESLWPLPPQVSPRVTYTRVSPGQAEDVTFLYHPCAHPWLKLQLALLAYACMANPSLTPDFSLTQDRPLVLTAWGLALEMAWVEPAWAAHWLMRRRRRKQRKKKAWIYCESLSGPAPSEPTPGRGRLCRRGCVQALALAFALRSWRPPGTEVTSQGPRQPSSSGAKRRRLRAALGPQPTRSALRFPSASPGSLKAKQSMAGIPGRESNAPSVPTVSLLPGAPGGNASSRTEAQVPNGQGSPGGCVCSSQASPAPRAAAPPRAA.... Result: 0 (no interaction). (2) The miRNA is mmu-miR-496a-3p with sequence UGAGUAUUACAUGGCCAAUCUC. The protein sequence of the target gene is MVLSQRQRDELNRAIADYLRSNGYEEAYSVFKKEAELDVNEELDKKYAGLLEKKWTSVIRLQKKVMELESKLNEAKEEFTSGGPLGQKRDPKEWIPRPPEKYALSGHRSPVTRVIFHPVFSVMVSASEDATIKVWDYETGDFERTLKGHTDSVQDISFDHSGKLLASCSADMTIKLWDFQGFECIRTMHGHDHNVSSVAIMPNGDHIVSASRDKTIKMWEVQTGYCVKTFTGHREWVRMVRPNQDGTLIASCSNDQTVRVWVVATKECKAELREHEHVVECISWAPESSYSSISEATGSE.... Result: 0 (no interaction). (3) Result: 0 (no interaction). The protein sequence of the target gene is MARASSGNGSEEAWGALRAPQQQLRELCPGVNNQPYLCESGHCCGETGCCTYYYELWWFWLLWTVLILFSCCCAFRHRRAKLRLQQQQRQREINLLAYHGACHGAGPFPTGSLLDLRFLSTFKPPAYEDVVHRPGTPPPPYTVAPGRPLTASSEQTCCSSSSSCPAHFEGTNVEGVSSHQSAPPHQEGEPGAGVTPASTPPSCRYRRLTGDSGIELCPCPASGEGEPVKEVRVSATLPDLEDYSPCALPPESVPQIFPMGLSSSEGDIP. The miRNA is hsa-miR-125a-3p with sequence ACAGGUGAGGUUCUUGGGAGCC. (4) The miRNA is hsa-miR-21-3p with sequence CAACACCAGUCGAUGGGCUGU. The protein sequence of the target gene is MAEAHQAVAFQFTVTPDGIDLRLSHEALKQICLSGLHSWKKKFIRFKNGIITGVFPANPSSWLIVVVGVISSMHAKVDPSLGMIAKISRTLDTTGRMSSQTKNIVSGVLFGTGLWVAVIMTMRYSLKVLLSYHGWMFAEHGKMSRSTKIWMAMVKVLSGRKPMLYSFQTSLPRLPVPAVKDTVSRYLESVRPLMKEEDFQRMTALAQDFAVNLGPKLQWYLKLKSWWATNYVSDWWEEYIYLRGRGPLMVNSNYYAMEMLYITPTHIQAARAGNTIHAILLYRRTLDREELKPIRLLGST.... Result: 0 (no interaction). (5) The miRNA is hsa-miR-3648 with sequence AGCCGCGGGGAUCGCCGAGGG. The protein sequence of the target gene is MAVKKIAIFGATGQTGLTTLAQAVQAGYEVTVLVRDSSRLPSEGPRPAHVVVGDVLQAADVDKTVAGQDAVIVLLGTRNDLSPTTVMSEGARNIVAAMKAHGVDKVVACTSAFLLWDPTKVPPRLQAVTDDHIRMHKVLRESGLKYVAVMPPHIGDQPLTGAYTVTLDGRGPSRVISKHDLGHFMLRCLTTDEYDGHSTYPSHQYQ. Result: 0 (no interaction). (6) The protein sequence of the target gene is MAKVNITRDLIRRQIKERGALSFERRYHVTDPFIRRLGLEAELQGHSGCVNCLEWNEKGDLLASGSDDQHTIVWDPLHHKKLLSMHTGHTANIFSVKFLPHAGDRILITGAADSKVHVHDLTVKETIHMFGDHTNRVKRIATAPMWPNTFWSAAEDGLIRQYDLRENSKHSEVLIDLTEYCGQLVEAKCLTVNPQDNNCLAVGASGPFVRLYDIRMIHNHRKSMKQSPSAGVHTFCDRQKPLPDGAAQYYVAGHLPVKLPDYNNRLRVLVATYVTFSPNGTELLVNMGGEQVYLFDLTYK.... The miRNA is hsa-miR-27a-3p with sequence UUCACAGUGGCUAAGUUCCGC. Result: 1 (interaction).